This data is from Full USPTO retrosynthesis dataset with 1.9M reactions from patents (1976-2016). The task is: Predict the reactants needed to synthesize the given product. Given the product [CH:22]1[C:23]2[CH:11]([CH2:10][O:9][C:7]([N:4]([CH3:5])[C@@H:3]([CH2:24][O:25][C:26]3[CH:27]=[C:28]([CH3:32])[CH:29]=[CH:30][CH:31]=3)[C:2]([OH:6])=[O:1])=[O:8])[C:12]3[C:17](=[CH:16][CH:15]=[CH:14][CH:13]=3)[C:18]=2[CH:19]=[CH:20][CH:21]=1, predict the reactants needed to synthesize it. The reactants are: [O:1]=[C:2]1[O:6][CH2:5][N:4]([C:7]([O:9][CH2:10][CH:11]2[C:23]3[CH:22]=[CH:21][CH:20]=[CH:19][C:18]=3[C:17]3[C:12]2=[CH:13][CH:14]=[CH:15][CH:16]=3)=[O:8])[C@H:3]1[CH2:24][O:25][C:26]1[CH:27]=[C:28]([CH3:32])[CH:29]=[CH:30][CH:31]=1.C([SiH](CC)CC)C.C(O)(C(F)(F)F)=O.N#N.